This data is from Reaction yield outcomes from USPTO patents with 853,638 reactions. The task is: Predict the reaction yield, written as a fraction of the theoretical maximum amount of product (1.0 means a 100% yield; for example, 0.34 means a 34% yield). (1) The reactants are [NH:1]([C:27]([O:29][C:30]([CH3:33])([CH3:32])[CH3:31])=[O:28])[C@H:2]([C:24](O)=[O:25])[CH2:3][O:4][C:5]([C:18]1[CH:23]=[CH:22][CH:21]=[CH:20][CH:19]=1)([C:12]1[CH:17]=[CH:16][CH:15]=[CH:14][CH:13]=1)[C:6]1[CH:11]=[CH:10][CH:9]=[CH:8][CH:7]=1.CO[N-]C.[H-].[H-].[H-].[H-].[Li+].[Al+3].S([O-])(O)(=O)=O.[K+]. The catalyst is C(OCC)C.O. The product is [C:27]([NH:1][C@H:2]([CH:24]=[O:25])[CH2:3][O:4][C:5]([C:18]1[CH:23]=[CH:22][CH:21]=[CH:20][CH:19]=1)([C:6]1[CH:7]=[CH:8][CH:9]=[CH:10][CH:11]=1)[C:12]1[CH:13]=[CH:14][CH:15]=[CH:16][CH:17]=1)([O:29][C:30]([CH3:32])([CH3:31])[CH3:33])=[O:28]. The yield is 0.940. (2) The reactants are [CH3:1][C:2]1([CH3:14])[C@@H:4]([C:5]2[CH:10]=[CH:9][CH:8]=[CH:7][CH:6]=2)[C@@H:3]1[C:11]([OH:13])=O.[NH2:15][C:16]1[CH:21]=[CH:20][N:19]=[CH:18][CH:17]=1. No catalyst specified. The product is [CH3:14][C:2]1([CH3:1])[C@@H:4]([C:5]2[CH:6]=[CH:7][CH:8]=[CH:9][CH:10]=2)[C@@H:3]1[C:11]([NH:15][C:16]1[CH:21]=[CH:20][N:19]=[CH:18][CH:17]=1)=[O:13]. The yield is 0.930. (3) The reactants are Cl[C:2]1[C:3]2[CH:10]=[CH:9][N:8]([CH2:11][O:12][CH2:13][CH2:14][Si:15]([CH3:18])([CH3:17])[CH3:16])[C:4]=2[N:5]=[CH:6][N:7]=1.O1CCOCC1.C(OCN1C2N=CN=C([C:42]3[CH:43]=[N:44][N:45](C(OCC)C)[CH:46]=3)C=2C=C1)(=O)C(C)(C)C.C(=O)([O-])[O-].[K+].[K+]. The catalyst is O.C(OCC)(=O)C.C1C=CC([P]([Pd]([P](C2C=CC=CC=2)(C2C=CC=CC=2)C2C=CC=CC=2)([P](C2C=CC=CC=2)(C2C=CC=CC=2)C2C=CC=CC=2)[P](C2C=CC=CC=2)(C2C=CC=CC=2)C2C=CC=CC=2)(C2C=CC=CC=2)C2C=CC=CC=2)=CC=1.CCCCCCC.C(OCC)(=O)C. The product is [NH:44]1[CH:43]=[C:42]([C:2]2[C:3]3[CH:10]=[CH:9][N:8]([CH2:11][O:12][CH2:13][CH2:14][Si:15]([CH3:18])([CH3:17])[CH3:16])[C:4]=3[N:5]=[CH:6][N:7]=2)[CH:46]=[N:45]1. The yield is 0.640. (4) The reactants are C(OC(C(F)(F)F)=O)(C(F)(F)F)=O.[C:14]([C:17]1[CH:22]=[CH:21][C:20]([C:23]2[CH:24]=[N:25][C:26]([C:29]([F:32])([F:31])[F:30])=[N:27][CH:28]=2)=[CH:19][C:18]=1[CH2:33][NH:34][C:35]([C@@H:37]1[C@@H:41]([F:42])[CH2:40][CH2:39][N:38]1[C:43]([O:45][C:46]([CH3:49])([CH3:48])[CH3:47])=[O:44])=[O:36])(=O)[NH2:15].C(N(CC)CC)C. The catalyst is ClCCl. The product is [C:14]([C:17]1[CH:22]=[CH:21][C:20]([C:23]2[CH:24]=[N:25][C:26]([C:29]([F:32])([F:30])[F:31])=[N:27][CH:28]=2)=[CH:19][C:18]=1[CH2:33][NH:34][C:35]([C@@H:37]1[C@@H:41]([F:42])[CH2:40][CH2:39][N:38]1[C:43]([O:45][C:46]([CH3:49])([CH3:48])[CH3:47])=[O:44])=[O:36])#[N:15]. The yield is 0.860. (5) The reactants are [C:1](/[C:3](=[C:5]1/[C:6]2[CH:25]=[C:24]([F:26])[CH:23]=[CH:22][C:7]=2[O:8][CH2:9][C:10]2[CH:15]=[C:14]([C:16](OCCC)=[O:17])[CH:13]=[CH:12][C:11]/1=2)/[CH3:4])#[N:2].C(C1C2C=CC(C(OCCC)=O)=CC=2/C(=C/C2CC2)/OC2C=CC=CC1=2)#N. No catalyst specified. The product is [F:26][C:24]1[CH:23]=[CH:22][C:7]2[O:8][CH2:9][C:10]3[CH:15]=[C:14]([CH2:16][OH:17])[CH:13]=[CH:12][C:11]=3/[C:5](=[C:3](/[CH3:4])\[C:1]#[N:2])/[C:6]=2[CH:25]=1. The yield is 1.00. (6) The product is [P:1]([O:13][CH2:33][Cl:34])([O:3][C:4]([CH3:6])([CH3:7])[CH3:5])([O:8][C:9]([CH3:12])([CH3:11])[CH3:10])=[O:2]. The catalyst is S([O-])(O)(=O)=O.C([N+](CCCC)(CCCC)CCCC)CCC.O. The reactants are [P:1]([O-:13])([O:8][C:9]([CH3:12])([CH3:11])[CH3:10])([O:3][C:4]([CH3:7])([CH3:6])[CH3:5])=[O:2].[K+].P([O-])([O-])(O)=O.[K+].[K+].COC(C)(C)C.ClS(O[CH2:33][Cl:34])(=O)=O. The yield is 0.890. (7) The reactants are Br[C:2]1[C:3]([F:28])=[C:4]([N:8]2[CH:13]=[C:12]([O:14][CH3:15])[C:11](=[O:16])[C:10]([C:17]3[N:21]([C:22]4[CH:27]=[CH:26][CH:25]=[CH:24][CH:23]=4)[N:20]=[CH:19][CH:18]=3)=[N:9]2)[CH:5]=[CH:6][CH:7]=1.Cl.[F:30][C:31]1([F:38])[C:35]([F:37])([F:36])[CH2:34][NH:33][CH2:32]1.CC(C)([O-])C.[Na+].CC1(C)C2C(=C(P(C3C=CC=CC=3)C3C=CC=CC=3)C=CC=2)OC2C(P(C3C=CC=CC=3)C3C=CC=CC=3)=CC=CC1=2.C([O-])(O)=O.[Na+]. The catalyst is O1CCOCC1.C1C=CC(/C=C/C(/C=C/C2C=CC=CC=2)=O)=CC=1.C1C=CC(/C=C/C(/C=C/C2C=CC=CC=2)=O)=CC=1.C1C=CC(/C=C/C(/C=C/C2C=CC=CC=2)=O)=CC=1.[Pd].[Pd]. The product is [F:28][C:3]1[C:2]([N:33]2[CH2:34][C:35]([F:37])([F:36])[C:31]([F:38])([F:30])[CH2:32]2)=[CH:7][CH:6]=[CH:5][C:4]=1[N:8]1[CH:13]=[C:12]([O:14][CH3:15])[C:11](=[O:16])[C:10]([C:17]2[N:21]([C:22]3[CH:27]=[CH:26][CH:25]=[CH:24][CH:23]=3)[N:20]=[CH:19][CH:18]=2)=[N:9]1. The yield is 0.380. (8) The reactants are Br[C:2]1[CH:19]=[CH:18][CH:17]=[CH:16][C:3]=1[C:4]([C:6]1[CH:7]=[N:8][C:9]2[C:14]([CH:15]=1)=[CH:13][CH:12]=[CH:11][CH:10]=2)=O.[CH2:20]([NH2:23])[CH2:21][NH2:22]. The catalyst is [Cl-].[Na+].O. The product is [N:8]1[C:9]2[C:14](=[CH:13][CH:12]=[CH:11][CH:10]=2)[CH:15]=[C:6]([C:4]2[C:3]3[CH:16]=[CH:17][CH:18]=[CH:19][C:2]=3[NH:23][CH2:20][CH2:21][N:22]=2)[CH:7]=1. The yield is 0.130. (9) The reactants are Br[C:2]1[CH:9]=[CH:8][C:5]([CH:6]=[O:7])=[CH:4][CH:3]=1.[CH3:10][O:11][C:12]1[CH:17]=[CH:16][CH:15]=[CH:14][C:13]=1B(O)O.C([O-])([O-])=O.[Na+].[Na+]. The catalyst is COCCOC.C1COCC1.C1C=CC([P]([Pd]([P](C2C=CC=CC=2)(C2C=CC=CC=2)C2C=CC=CC=2)([P](C2C=CC=CC=2)(C2C=CC=CC=2)C2C=CC=CC=2)[P](C2C=CC=CC=2)(C2C=CC=CC=2)C2C=CC=CC=2)(C2C=CC=CC=2)C2C=CC=CC=2)=CC=1. The product is [CH3:10][O:11][C:12]1[CH:17]=[CH:16][CH:15]=[CH:14][C:13]=1[C:2]1[CH:9]=[CH:8][C:5]([CH:6]=[O:7])=[CH:4][CH:3]=1. The yield is 0.920. (10) The reactants are [Cl:1][C:2]1[CH:7]=[C:6]([Cl:8])[CH:5]=[CH:4][C:3]=1[CH2:9][N:10]1[C:15](=[O:16])[C:14]([C:17]([NH:19][CH2:20][C:21]([O:23]CC)=[O:22])=[O:18])=[C:13]([OH:26])[C:12]([C:27](OC)=[O:28])=[C:11]1[OH:31].[F:32][C:33]1[C:39]([F:40])=[CH:38][CH:37]=[CH:36][C:34]=1[NH2:35]. The catalyst is C(Cl)(Cl)Cl. The product is [Cl:1][C:2]1[CH:7]=[C:6]([Cl:8])[CH:5]=[CH:4][C:3]=1[CH2:9][N:10]1[C:11]([OH:31])=[C:12]([C:27]([NH:35][C:34]2[CH:36]=[CH:37][CH:38]=[C:39]([F:40])[C:33]=2[F:32])=[O:28])[C:13]([OH:26])=[C:14]([C:17]([NH:19][CH2:20][C:21]([OH:23])=[O:22])=[O:18])[C:15]1=[O:16]. The yield is 0.640.